Dataset: Full USPTO retrosynthesis dataset with 1.9M reactions from patents (1976-2016). Task: Predict the reactants needed to synthesize the given product. (1) Given the product [Cl:26][C:20]1[CH:21]=[C:22]([CH:23]=[CH:24][C:19]=1[Cl:18])[O:46][C:43]1[CH:44]=[CH:45][C:40]([C:37]23[CH2:38][CH2:39][CH:34]([N:31]4[CH2:32][CH2:33][S:28](=[O:47])(=[O:27])[N:29]=[C:30]42)[CH2:35][CH2:36]3)=[CH:41][CH:42]=1, predict the reactants needed to synthesize it. The reactants are: N1C=CC=CC=1C(O)=O.P([O-])([O-])([O-])=O.[K+].[K+].[K+].[Cl:18][C:19]1[CH:24]=[CH:23][C:22](I)=[CH:21][C:20]=1[Cl:26].[O:27]=[S:28]1(=[O:47])[CH2:33][CH2:32][N:31]2[CH:34]3[CH2:39][CH2:38][C:37]([C:40]4[CH:45]=[CH:44][C:43]([OH:46])=[CH:42][CH:41]=4)([C:30]2=[N:29]1)[CH2:36][CH2:35]3. (2) Given the product [Cl:28][C:23]1[CH:22]=[C:21]([CH:26]=[C:25]([Cl:27])[CH:24]=1)[CH2:20][N:16]1[CH:17]=[CH:18][N:19]=[C:15]1[CH2:14][N:5]([CH2:6][C:7]1[CH:12]=[CH:11][CH:10]=[C:9]([F:13])[CH:8]=1)[CH2:4][C:3]([NH2:30])=[O:2], predict the reactants needed to synthesize it. The reactants are: C[O:2][C:3](=O)[CH2:4][N:5]([CH2:14][C:15]1[N:16]([CH2:20][C:21]2[CH:26]=[C:25]([Cl:27])[CH:24]=[C:23]([Cl:28])[CH:22]=2)[CH:17]=[CH:18][N:19]=1)[CH2:6][C:7]1[CH:12]=[CH:11][CH:10]=[C:9]([F:13])[CH:8]=1.[NH3:30]. (3) Given the product [Br:36][C:37]1[CH:38]=[C:39]2[C:44](=[CH:45][CH:46]=1)[CH:43]=[C:42](/[CH:47]=[C:14](/[C:11]1[CH:10]=[CH:9][C:8]([N:7]([C:25]3[CH:26]=[CH:27][CH:28]=[CH:29][CH:30]=3)[C:1]3[CH:6]=[CH:5][CH:4]=[CH:3][CH:2]=3)=[CH:13][CH:12]=1)\[C:19]1[CH:20]=[CH:21][CH:22]=[CH:23][CH:24]=1)[CH:41]=[CH:40]2, predict the reactants needed to synthesize it. The reactants are: [C:1]1([N:7]([C:25]2[CH:30]=[CH:29][CH:28]=[CH:27][CH:26]=2)[C:8]2[CH:13]=[CH:12][C:11]([CH:14]([C:19]3[CH:24]=[CH:23][CH:22]=[CH:21][CH:20]=3)[Si](C)(C)C)=[CH:10][CH:9]=2)[CH:6]=[CH:5][CH:4]=[CH:3][CH:2]=1.C([Li])CCC.[Br:36][C:37]1[CH:38]=[C:39]2[C:44](=[CH:45][CH:46]=1)[CH:43]=[C:42]([CH:47]=O)[CH:41]=[CH:40]2.